Dataset: Full USPTO retrosynthesis dataset with 1.9M reactions from patents (1976-2016). Task: Predict the reactants needed to synthesize the given product. (1) Given the product [C:31]([N:21]1[C:22]2[C:18](=[CH:17][C:16]([NH:15][C:13]([C:10]3([C:8]4[CH:7]=[CH:6][C:5]5[O:1][CH2:2][O:3][C:4]=5[CH:9]=4)[CH2:12][CH2:11]3)=[O:14])=[CH:24][CH:23]=2)[CH:19]=[C:20]1[C:25]([CH3:28])([CH3:27])[CH3:26])(=[O:33])[CH3:32], predict the reactants needed to synthesize it. The reactants are: [O:1]1[C:5]2[CH:6]=[CH:7][C:8]([C:10]3([C:13]([NH:15][C:16]4[CH:17]=[C:18]5[C:22](=[CH:23][CH:24]=4)[NH:21][C:20]([C:25]([CH3:28])([CH3:27])[CH3:26])=[CH:19]5)=[O:14])[CH2:12][CH2:11]3)=[CH:9][C:4]=2[O:3][CH2:2]1.[H-].[Na+].[C:31](Cl)(=[O:33])[CH3:32].O. (2) Given the product [Cl:10][C:11]1[CH:23]=[C:22]([C:2]2[CH:3]=[CH:4][CH:5]=[CH:6][C:1]=2[CH3:9])[C:14]([C:15]([N:17]([CH2:18][CH3:19])[CH2:20][CH3:21])=[O:16])=[CH:13][N:12]=1, predict the reactants needed to synthesize it. The reactants are: [C:1]1([CH3:9])[CH:6]=[CH:5][CH:4]=[CH:3][C:2]=1[Mg]Cl.[Cl:10][C:11]1[CH:23]=[CH:22][C:14]([C:15]([N:17]([CH2:20][CH3:21])[CH2:18][CH3:19])=[O:16])=[CH:13][N:12]=1.CO.ClC1C(=O)C(C#N)=C(C#N)C(=O)C=1Cl. (3) Given the product [F:38][C:37]([F:40])([F:39])[C:35]([OH:41])=[O:36].[CH3:1][CH:2]([CH3:34])[CH2:3][C@H:4]([NH:20][C:21]([C@@H:23]1[CH2:26][CH2:25][NH:24]1)=[O:22])/[CH:5]=[CH:6]/[C:7]([N:9]([CH3:19])[C:10]1[S:11][C:12]([C:15]([F:17])([F:18])[F:16])=[N:13][N:14]=1)=[O:8], predict the reactants needed to synthesize it. The reactants are: [CH3:1][CH:2]([CH3:34])[CH2:3][C@H:4]([NH:20][C:21]([C@@H:23]1[CH2:26][CH2:25][N:24]1C(OC(C)(C)C)=O)=[O:22])/[CH:5]=[CH:6]/[C:7]([N:9]([CH3:19])[C:10]1[S:11][C:12]([C:15]([F:18])([F:17])[F:16])=[N:13][N:14]=1)=[O:8].[C:35]([OH:41])([C:37]([F:40])([F:39])[F:38])=[O:36]. (4) Given the product [O:28]=[S:29]1(=[O:31])[CH2:25][CH2:26][CH:21]([N:19]2[CH:20]=[C:16]([C:5]3[NH:6][C:7]4[N:8]([N:11]=[CH:12][C:13]=4[C:14]#[N:15])[C:9](=[O:10])[C:4]=3[CH:1]([CH3:3])[CH3:2])[CH:17]=[N:18]2)[CH2:22][CH2:23]1, predict the reactants needed to synthesize it. The reactants are: [CH:1]([C:4]1[C:9](=[O:10])[N:8]2[N:11]=[CH:12][C:13]([C:14]#[N:15])=[C:7]2[NH:6][C:5]=1[C:16]1[CH:17]=[N:18][N:19]([CH:21]2[CH2:26][CH2:25]S[CH2:23][CH2:22]2)[CH:20]=1)([CH3:3])[CH3:2].O[O:28][S:29]([O-:31])=O.[K+]. (5) Given the product [F:23][C:20]1[CH:19]=[CH:18][C:17]([C:16]2[S:15][C:14]([CH3:24])=[N:13][C:12]=2[C:10]([N:4]2[CH2:5][CH2:6][CH2:7][C@H:8]([CH3:9])[C@H:3]2[CH2:2][NH:1][C:26]2[N:31]=[CH:30][C:29]([C:32]([F:35])([F:34])[F:33])=[CH:28][N:27]=2)=[O:11])=[CH:22][CH:21]=1, predict the reactants needed to synthesize it. The reactants are: [NH2:1][CH2:2][C@@H:3]1[C@@H:8]([CH3:9])[CH2:7][CH2:6][CH2:5][N:4]1[C:10]([C:12]1[N:13]=[C:14]([CH3:24])[S:15][C:16]=1[C:17]1[CH:22]=[CH:21][C:20]([F:23])=[CH:19][CH:18]=1)=[O:11].Cl[C:26]1[N:31]=[CH:30][C:29]([C:32]([F:35])([F:34])[F:33])=[CH:28][N:27]=1. (6) Given the product [Cl:20][CH:12]1[C:13]2[C:18](=[CH:17][CH:16]=[CH:15][CH:14]=2)[CH2:9][CH2:10][CH:1]1[Cl:4], predict the reactants needed to synthesize it. The reactants are: [CH:1]([Cl:4])(Cl)Cl.CC(O)C.[CH2:9]1[C:18]2[C:13](=[CH:14][CH:15]=[CH:16][CH:17]=2)[CH:12]=C[CH2:10]1.C(Cl)[Cl:20].